Task: Predict the product of the given reaction.. Dataset: Forward reaction prediction with 1.9M reactions from USPTO patents (1976-2016) (1) Given the reactants [NH2:1][CH:2]1[CH:6]([OH:7])[CH2:5][N:4]([C:8]([O:10][C:11]([CH3:14])([CH3:13])[CH3:12])=[O:9])[CH2:3]1.[C:15](Cl)(=[O:17])[CH3:16], predict the reaction product. The product is: [C:15]([NH:1][CH:2]1[CH:6]([OH:7])[CH2:5][N:4]([C:8]([O:10][C:11]([CH3:14])([CH3:13])[CH3:12])=[O:9])[CH2:3]1)(=[O:17])[CH3:16]. (2) Given the reactants [Br:1][C:2]1[C:7]([CH3:8])=[CH:6][C:5]([OH:9])=[CH:4][C:3]=1[CH3:10].N1C=CN=C1.[CH3:16][C:17]([Si:20](Cl)([CH3:22])[CH3:21])([CH3:19])[CH3:18], predict the reaction product. The product is: [Br:1][C:2]1[C:7]([CH3:8])=[CH:6][C:5]([O:9][Si:20]([C:17]([CH3:19])([CH3:18])[CH3:16])([CH3:22])[CH3:21])=[CH:4][C:3]=1[CH3:10]. (3) Given the reactants [Cl-].[Mg+2].[Cl-].[K+].[CH2:5]([O:7][C:8](=[O:13])[CH2:9][C:10]([O-:12])=O)[CH3:6].C(N1C=CN=C1)(N1C=CN=C1)=O.[Br:26][C:27]1[CH:28]=[C:29]([CH2:34]C(O)=O)[CH:30]=[CH:31][C:32]=1[F:33].Cl, predict the reaction product. The product is: [Br:26][C:27]1[CH:28]=[C:29]([CH2:34][C:10](=[O:12])[CH2:9][C:8]([O:7][CH2:5][CH3:6])=[O:13])[CH:30]=[CH:31][C:32]=1[F:33]. (4) Given the reactants [Cl:1][C:2]1[CH:15]=[CH:14][C:13]2[NH:12][C:11]3[C:6](=[CH:7][CH:8]=[CH:9][CH:10]=3)[C:5](=[O:16])[C:4]=2[CH:3]=1.[OH-].[K+].Br[CH2:20][CH2:21][CH2:22][Cl:23], predict the reaction product. The product is: [Cl:23][CH2:22][CH2:21][CH2:20][N:12]1[C:11]2[C:6](=[CH:7][CH:8]=[CH:9][CH:10]=2)[C:5](=[O:16])[C:4]2[CH:3]=[C:2]([Cl:1])[CH:15]=[CH:14][C:13]1=2. (5) Given the reactants Br[C:2]1[CH:7]=[CH:6][C:5]([F:8])=[CH:4][CH:3]=1.[CH3:9][C@@H:10]1[CH2:15][NH:14][CH2:13][CH2:12][NH:11]1.CC(C)([O-])C.[Na+], predict the reaction product. The product is: [F:8][C:5]1[CH:6]=[CH:7][C:2]([N:14]2[CH2:13][CH2:12][NH:11][C@H:10]([CH3:9])[CH2:15]2)=[CH:3][CH:4]=1. (6) Given the reactants [C:1]([O:5][C:6](=[O:15])[NH:7][C:8]1[CH:13]=[CH:12][CH:11]=[C:10]([NH2:14])[CH:9]=1)([CH3:4])([CH3:3])[CH3:2].[CH2:16]=O.[H][H], predict the reaction product. The product is: [C:1]([O:5][C:6](=[O:15])[NH:7][C:8]1[CH:13]=[CH:12][CH:11]=[C:10]([NH:14][CH3:16])[CH:9]=1)([CH3:4])([CH3:2])[CH3:3]. (7) Given the reactants Cl[C:2]1[N:3]=[C:4]([O:29][CH:30]2[CH2:34][CH2:33][CH2:32][CH2:31]2)[C:5]2[C:10]([C:11]3[CH:20]=[CH:19][C:14]4[N:15]=[C:16]([CH3:18])[O:17][C:13]=4[CH:12]=3)=[CH:9][N:8]([CH2:21][O:22][CH2:23][CH2:24][Si:25]([CH3:28])([CH3:27])[CH3:26])[C:6]=2[N:7]=1.[NH2:35][C:36]1[CH:41]=[CH:40][C:39]([C:42]([N@@:44]2[CH2:46][CH:45]2[CH3:47])=[O:43])=[CH:38][C:37]=1[O:48][CH3:49].C(=O)([O-])[O-].[Cs+].[Cs+].C1(P(C2C=CC=CC=2)C2C=CC3C(=CC=CC=3)C=2C2C3C(=CC=CC=3)C=CC=2P(C2C=CC=CC=2)C2C=CC=CC=2)C=CC=CC=1, predict the reaction product. The product is: [CH:30]1([O:29][C:4]2[C:5]3[C:10]([C:11]4[CH:20]=[CH:19][C:14]5[N:15]=[C:16]([CH3:18])[O:17][C:13]=5[CH:12]=4)=[CH:9][N:8]([CH2:21][O:22][CH2:23][CH2:24][Si:25]([CH3:28])([CH3:27])[CH3:26])[C:6]=3[N:7]=[C:2]([NH:35][C:36]3[CH:41]=[CH:40][C:39]([C:42]([N@@:44]4[CH2:46][CH:45]4[CH3:47])=[O:43])=[CH:38][C:37]=3[O:48][CH3:49])[N:3]=2)[CH2:34][CH2:33][CH2:32][CH2:31]1. (8) Given the reactants C([O:4][CH2:5][C:6]1[C:7]([N:28]2[N:37]=[CH:36][C:35]3[C:30](=[C:31]([F:42])[CH:32]=[C:33]([C:38]([CH3:41])([CH3:40])[CH3:39])[CH:34]=3)[C:29]2=[O:43])=[N:8][CH:9]=[CH:10][C:11]=1[C:12]1[CH:17]=[C:16]([NH:18][C:19]2[CH:23]=[CH:22][N:21]([CH2:24][CH3:25])[N:20]=2)[C:15](=[O:26])[N:14]([CH3:27])[CH:13]=1)(=O)C.C1COCC1.O, predict the reaction product. The product is: [C:38]([C:33]1[CH:34]=[C:35]2[C:30](=[C:31]([F:42])[CH:32]=1)[C:29](=[O:43])[N:28]([C:7]1[C:6]([CH2:5][OH:4])=[C:11]([C:12]3[CH:17]=[C:16]([NH:18][C:19]4[CH:23]=[CH:22][N:21]([CH2:24][CH3:25])[N:20]=4)[C:15](=[O:26])[N:14]([CH3:27])[CH:13]=3)[CH:10]=[CH:9][N:8]=1)[N:37]=[CH:36]2)([CH3:40])([CH3:39])[CH3:41]. (9) Given the reactants Cl[C:2]1[CH:11]=[CH:10][C:9]2[C:4](=[N:5][CH:6]=[CH:7][CH:8]=2)[N:3]=1.[NH2:12][C@H:13]1[CH2:16][C@H:15]([N:17]2[C:21]3=[N:22][CH:23]=[CH:24][N:25]=[C:20]3[C:19]([CH3:27])([CH3:26])[C:18]2=[O:28])[CH2:14]1.C(=O)([O-])[O-].[Cs+].[Cs+], predict the reaction product. The product is: [N:3]1[C:4]2[C:9](=[CH:8][CH:7]=[CH:6][N:5]=2)[CH:10]=[CH:11][C:2]=1[NH:12][C@H:13]1[CH2:16][C@H:15]([N:17]2[C:21]3=[N:22][CH:23]=[CH:24][N:25]=[C:20]3[C:19]([CH3:26])([CH3:27])[C:18]2=[O:28])[CH2:14]1. (10) Given the reactants [NH:1]1[CH:5]=[CH:4][C:3]([CH2:6][N:7]2[C:15]3[C:10](=[C:11]([NH:16][C:17]([C:19]4[N:23]5[CH:24]=[CH:25][CH:26]=[CH:27][C:22]5=[N:21][CH:20]=4)=[O:18])[CH:12]=[CH:13][CH:14]=3)[C:9]([CH2:28][CH3:29])=[N:8]2)=[N:2]1.Br[CH2:31][CH2:32][N:33]1[CH2:38][CH2:37][N:36]([C:39]([O:41][C:42]([CH3:45])([CH3:44])[CH3:43])=[O:40])[CH2:35][CH2:34]1.O.[OH-].[Cs+], predict the reaction product. The product is: [CH2:28]([C:9]1[C:10]2[C:15](=[CH:14][CH:13]=[CH:12][C:11]=2[NH:16][C:17]([C:19]2[N:23]3[CH:24]=[CH:25][CH:26]=[CH:27][C:22]3=[N:21][CH:20]=2)=[O:18])[N:7]([CH2:6][C:3]2[CH:4]=[CH:5][N:1]([CH2:31][CH2:32][N:33]3[CH2:38][CH2:37][N:36]([C:39]([O:41][C:42]([CH3:43])([CH3:45])[CH3:44])=[O:40])[CH2:35][CH2:34]3)[N:2]=2)[N:8]=1)[CH3:29].